Dataset: Forward reaction prediction with 1.9M reactions from USPTO patents (1976-2016). Task: Predict the product of the given reaction. (1) Given the reactants [CH2:1]([C:3]1([C:18]2[CH:19]=[C:20]([NH2:24])[CH:21]=[CH:22][CH:23]=2)[CH:8]2[CH:4]1[CH2:5][N:6]([CH2:9][CH2:10][CH2:11][C:12]1C=CC=[CH:14][CH:13]=1)[CH2:7]2)[CH3:2].[CH2:25]([S:27](Cl)(=[O:29])=[O:28])[CH3:26], predict the reaction product. The product is: [CH2:1]([C:3]1([C:18]2[CH:19]=[C:20]([NH:24][S:27]([CH2:25][CH3:26])(=[O:29])=[O:28])[CH:21]=[CH:22][CH:23]=2)[CH:8]2[CH:4]1[CH2:5][N:6]([CH2:9][CH2:10][CH2:11][CH2:12][CH2:13][CH3:14])[CH2:7]2)[CH3:2]. (2) Given the reactants [I:1][C:2]1[C:10]2[C:9]([C:11]#[N:12])=[CH:8][CH:7]=[CH:6][C:5]=2[NH:4][N:3]=1.[CH2:13]1[CH2:18][O:17][CH:16]=[CH:15][CH2:14]1.CC1C=CC(S(O)(=O)=O)=CC=1, predict the reaction product. The product is: [I:1][C:2]1[C:10]2[C:9]([C:11]#[N:12])=[CH:8][CH:7]=[CH:6][C:5]=2[N:4]([CH:16]2[CH2:15][CH2:14][CH2:13][CH2:18][O:17]2)[N:3]=1. (3) Given the reactants [CH:1]1[C:14]2[C:5](=[CH:6][C:7]3[C:12]([C:13]=2[C:15]([N:17]2[CH2:22][CH2:21][CH:20]([N:23]4[CH2:34][CH2:33][CH2:32][C:25]5([C:29](=[O:30])[NH:28][CH:27]([CH3:31])[CH2:26]5)[CH2:24]4)[CH2:19][CH2:18]2)=[O:16])=[CH:11][CH:10]=[CH:9][CH:8]=3)[CH:4]=[CH:3][CH:2]=1.[H-].[Na+].Br[CH2:38][CH2:39][CH2:40][O:41][CH3:42], predict the reaction product. The product is: [CH:11]1[C:12]2[C:7](=[CH:6][C:5]3[C:14]([C:13]=2[C:15]([N:17]2[CH2:18][CH2:19][CH:20]([N:23]4[CH2:34][CH2:33][CH2:32][C:25]5([C:29](=[O:30])[N:28]([CH2:38][CH2:39][CH2:40][O:41][CH3:42])[CH:27]([CH3:31])[CH2:26]5)[CH2:24]4)[CH2:21][CH2:22]2)=[O:16])=[CH:1][CH:2]=[CH:3][CH:4]=3)[CH:8]=[CH:9][CH:10]=1. (4) Given the reactants C(OC(=O)[N:7]([CH:44]([CH3:46])[CH3:45])[CH2:8][CH2:9][O:10][C:11]1[CH:16]=[CH:15][C:14]([NH:17][C:18]2[N:23]=[C:22]([N:24]3[C:28]4[CH:29]=[CH:30][CH:31]=[CH:32][C:27]=4[N:26]=[C:25]3[O:33][C:34]3[CH:39]=[CH:38][CH:37]=[CH:36][C:35]=3[O:40][CH3:41])[CH:21]=[CH:20][N:19]=2)=[CH:13][C:12]=1[O:42][CH3:43])(C)(C)C.FC(F)(F)C(O)=O, predict the reaction product. The product is: [CH3:46][CH:44]([NH:7][CH2:8][CH2:9][O:10][C:11]1[CH:16]=[CH:15][C:14]([NH:17][C:18]2[N:23]=[C:22]([N:24]3[C:28]4[CH:29]=[CH:30][CH:31]=[CH:32][C:27]=4[N:26]=[C:25]3[O:33][C:34]3[CH:39]=[CH:38][CH:37]=[CH:36][C:35]=3[O:40][CH3:41])[CH:21]=[CH:20][N:19]=2)=[CH:13][C:12]=1[O:42][CH3:43])[CH3:45]. (5) Given the reactants [CH3:1][O:2][C:3]1[CH:8]=[CH:7][C:6](/[CH:9]=[CH:10]/[C:11]([O:13][CH3:14])=[O:12])=[CH:5][CH:4]=1.Cl[CH2:16]Cl, predict the reaction product. The product is: [CH3:1][O:2][C:3]1[CH:4]=[CH:5][C:6]([CH:9]2[CH2:16][CH:10]2[C:11]([O:13][CH3:14])=[O:12])=[CH:7][CH:8]=1. (6) Given the reactants [Cl:1][C:2]1[CH:23]=[C:22]([C:24]([F:27])([F:26])[F:25])[CH:21]=[CH:20][C:3]=1[CH2:4][N:5]1[C:9](/[CH:10]=[CH:11]/[C:12](O)=[O:13])=[CH:8][C:7]([O:15][CH2:16][CH:17]2[CH2:19][CH2:18]2)=[N:6]1.[CH3:28][O:29][CH2:30][CH2:31][CH2:32][S:33]([NH2:36])(=[O:35])=[O:34].N12CCCN=C1CCCCC2, predict the reaction product. The product is: [Cl:1][C:2]1[CH:23]=[C:22]([C:24]([F:27])([F:25])[F:26])[CH:21]=[CH:20][C:3]=1[CH2:4][N:5]1[C:9](/[CH:10]=[CH:11]/[C:12]([NH:36][S:33]([CH2:32][CH2:31][CH2:30][O:29][CH3:28])(=[O:35])=[O:34])=[O:13])=[CH:8][C:7]([O:15][CH2:16][CH:17]2[CH2:19][CH2:18]2)=[N:6]1.